From a dataset of Reaction yield outcomes from USPTO patents with 853,638 reactions. Predict the reaction yield, written as a fraction of the theoretical maximum amount of product (1.0 means a 100% yield; for example, 0.34 means a 34% yield). The reactants are C[O:2][C:3](=O)[C:4]1[CH:9]=[CH:8][C:7]([N:10]([C:12](=[O:26])[CH2:13][N:14]([C:16]([O:18][CH2:19][C:20]2[CH:25]=[CH:24][CH:23]=[CH:22][CH:21]=2)=[O:17])[CH3:15])[CH3:11])=[CH:6][CH:5]=1.CO. The catalyst is C1COCC1. The product is [CH2:19]([O:18][C:16](=[O:17])[N:14]([CH2:13][C:12](=[O:26])[N:10]([C:7]1[CH:8]=[CH:9][C:4]([CH2:3][OH:2])=[CH:5][CH:6]=1)[CH3:11])[CH3:15])[C:20]1[CH:25]=[CH:24][CH:23]=[CH:22][CH:21]=1. The yield is 0.520.